This data is from Reaction yield outcomes from USPTO patents with 853,638 reactions. The task is: Predict the reaction yield, written as a fraction of the theoretical maximum amount of product (1.0 means a 100% yield; for example, 0.34 means a 34% yield). The catalyst is C1COCC1.Cl[Pd](Cl)([P](C1C=CC=CC=1)(C1C=CC=CC=1)C1C=CC=CC=1)[P](C1C=CC=CC=1)(C1C=CC=CC=1)C1C=CC=CC=1. The reactants are C([Sn](CCCC)(CCCC)/[CH:6]=[CH:7]/[Si:8]([CH3:11])([CH3:10])[CH3:9])CCC.I[C:21]1[C:22](=[O:37])[NH:23][C:24](=[O:36])[N:25]([CH:35]=1)[C@@H:26]1[O:33][C@H:30]([CH2:31][OH:32])[C@@H:28]([OH:29])[C@H:27]1[F:34]. The product is [CH3:11][Si:8]([CH3:9])([CH3:10])/[CH:7]=[CH:6]/[C:21]1[C:22](=[O:37])[NH:23][C:24](=[O:36])[N:25]([CH:35]=1)[C@@H:26]1[O:33][C@H:30]([CH2:31][OH:32])[C@@H:28]([OH:29])[C@H:27]1[F:34]. The yield is 0.800.